Dataset: Forward reaction prediction with 1.9M reactions from USPTO patents (1976-2016). Task: Predict the product of the given reaction. (1) Given the reactants C[O:2][C:3](=[O:22])[C:4]1[CH:9]=[C:8]([O:10][CH2:11][CH2:12][C:13]2[CH:17]=[CH:16][S:15][CH:14]=2)[CH:7]=[C:6]([O:18][CH:19]([CH3:21])[CH3:20])[CH:5]=1.CCO.O.[OH-].[Na+], predict the reaction product. The product is: [CH:19]([O:18][C:6]1[CH:5]=[C:4]([CH:9]=[C:8]([O:10][CH2:11][CH2:12][C:13]2[CH:17]=[CH:16][S:15][CH:14]=2)[CH:7]=1)[C:3]([OH:22])=[O:2])([CH3:21])[CH3:20]. (2) Given the reactants C([Li])CCC.C(NC(C)C)(C)C.[CH3:13][N:14]1[C:19](=[O:20])[C:18]2[CH:21]=[C:22]([CH2:24][C:25]3[C:34]4[C:29](=[CH:30][CH:31]=[CH:32][CH:33]=4)[CH:28]=[CH:27][CH:26]=3)[S:23][C:17]=2[N:16]([CH2:35][CH:36]([CH3:38])[CH3:37])[C:15]1=[O:39].[C:40](=[O:42])=[O:41].[OH-].[Na+], predict the reaction product. The product is: [CH3:13][N:14]1[C:19](=[O:20])[C:18]2[C:21]([C:40]([OH:42])=[O:41])=[C:22]([CH2:24][C:25]3[C:34]4[C:29](=[CH:30][CH:31]=[CH:32][CH:33]=4)[CH:28]=[CH:27][CH:26]=3)[S:23][C:17]=2[N:16]([CH2:35][CH:36]([CH3:37])[CH3:38])[C:15]1=[O:39]. (3) Given the reactants C(OC([N:8]1[C:17]2[C:12](=[CH:13][C:14]([C:18](=[O:31])[NH:19][C:20]3[CH:25]=[CH:24][C:23]([C:26]([O:28][CH2:29][CH3:30])=[O:27])=[CH:22][CH:21]=3)=[CH:15][CH:16]=2)[N:11]([S:32]([C:35]2[CH:40]=[C:39]([Cl:41])[CH:38]=[CH:37][C:36]=2[O:42][CH3:43])(=[O:34])=[O:33])[CH2:10][CH2:9]1)=O)(C)(C)C, predict the reaction product. The product is: [CH2:29]([O:28][C:26](=[O:27])[C:23]1[CH:24]=[CH:25][C:20]([NH:19][C:18]([C:14]2[CH:13]=[C:12]3[C:17](=[CH:16][CH:15]=2)[NH:8][CH2:9][CH2:10][N:11]3[S:32]([C:35]2[CH:40]=[C:39]([Cl:41])[CH:38]=[CH:37][C:36]=2[O:42][CH3:43])(=[O:34])=[O:33])=[O:31])=[CH:21][CH:22]=1)[CH3:30]. (4) Given the reactants [CH3:1][O:2][C:3]1[CH:4]=[CH:5][C:6]2[N:11]=[N:10][C:9](=[O:12])[N:8]([CH2:13][CH2:14][N:15]3[CH2:20][CH2:19][CH:18]([NH:21]C(=O)OC(C)(C)C)[CH2:17][CH2:16]3)[C:7]=2[CH:29]=1.[ClH:30].C(OCC)(=O)C, predict the reaction product. The product is: [ClH:30].[ClH:30].[NH2:21][CH:18]1[CH2:19][CH2:20][N:15]([CH2:14][CH2:13][N:8]2[C:7]3[CH:29]=[C:3]([O:2][CH3:1])[CH:4]=[CH:5][C:6]=3[N:11]=[N:10][C:9]2=[O:12])[CH2:16][CH2:17]1. (5) Given the reactants O=[C:2]1[C:11]2[C:6](=[CH:7][CH:8]=[CH:9][CH:10]=2)[N:5]([CH2:12][C:13]2[CH:18]=[CH:17][C:16]([N:19]3[CH:23]=[CH:22][CH:21]=[N:20]3)=[CH:15][CH:14]=2)[N:4]=[C:3]1[C:24]([O:26][CH2:27][CH3:28])=[O:25].COC1C=CC(P2(=S)SP(=S)(C3C=CC(OC)=CC=3)[S:38]2)=CC=1, predict the reaction product. The product is: [N:19]1([C:16]2[CH:15]=[CH:14][C:13]([CH2:12][N:5]3[C:6]4[C:11](=[CH:10][CH:9]=[CH:8][CH:7]=4)[C:2](=[S:38])[C:3]([C:24]([O:26][CH2:27][CH3:28])=[O:25])=[N:4]3)=[CH:18][CH:17]=2)[CH:23]=[CH:22][CH:21]=[N:20]1.